From a dataset of Catalyst prediction with 721,799 reactions and 888 catalyst types from USPTO. Predict which catalyst facilitates the given reaction. (1) Reactant: O.[OH-].[Li+].[C:4]1(/[C:10](=[N:17]/[O:18][CH2:19][C:20]2[CH:25]=[CH:24][C:23]([O:26][CH2:27][C:28]3[N:29]=[C:30]([C:33]4[CH:38]=[CH:37][CH:36]=[CH:35][CH:34]=4)[S:31][CH:32]=3)=[CH:22][CH:21]=2)/[CH2:11][CH2:12][C:13]([O:15]C)=[O:14])[CH:9]=[CH:8][CH:7]=[CH:6][CH:5]=1.O.Cl. Product: [C:4]1(/[C:10](=[N:17]/[O:18][CH2:19][C:20]2[CH:25]=[CH:24][C:23]([O:26][CH2:27][C:28]3[N:29]=[C:30]([C:33]4[CH:34]=[CH:35][CH:36]=[CH:37][CH:38]=4)[S:31][CH:32]=3)=[CH:22][CH:21]=2)/[CH2:11][CH2:12][C:13]([OH:15])=[O:14])[CH:9]=[CH:8][CH:7]=[CH:6][CH:5]=1. The catalyst class is: 83. (2) Reactant: [CH2:1]([NH2:8])[C:2]1[CH:7]=[CH:6][CH:5]=[CH:4][CH:3]=1.Br[CH2:10][C:11]1[CH:12]=[C:13]([CH:18]=[CH:19][C:20]=1[CH2:21]Br)[C:14]([O:16][CH3:17])=[O:15].C(N(CC)CC)C. Product: [CH2:1]([N:8]1[CH2:10][C:11]2[C:20](=[CH:19][CH:18]=[C:13]([C:14]([O:16][CH3:17])=[O:15])[CH:12]=2)[CH2:21]1)[C:2]1[CH:7]=[CH:6][CH:5]=[CH:4][CH:3]=1. The catalyst class is: 7. (3) The catalyst class is: 24. Product: [F:1][C:2]1[C:7]([F:8])=[CH:6][CH:5]=[CH:4][C:3]=1[CH2:9][S:10][C:11]1[N:16]=[C:15]([NH:17][S:18]([N:21]2[CH2:22][CH2:23][CH2:24]2)(=[O:20])=[O:19])[CH:14]=[C:13]([S:25][CH:26]([CH2:27][OH:28])[CH2:31][OH:30])[N:12]=1. Reactant: [F:1][C:2]1[C:7]([F:8])=[CH:6][CH:5]=[CH:4][C:3]=1[CH2:9][S:10][C:11]1[N:16]=[C:15]([NH:17][S:18]([N:21]2[CH2:24][CH2:23][CH2:22]2)(=[O:20])=[O:19])[CH:14]=[C:13]([S:25][CH:26]2[CH2:31][O:30]C(C3C=CC=CC=3)[O:28][CH2:27]2)[N:12]=1.C1(C)C=CC(S([O-])(=O)=O)=CC=1.[NH+]1C=CC=CC=1. (4) Reactant: Cl[CH2:2][C:3]1[C:12]2[C:7](=[CH:8][CH:9]=[CH:10][CH:11]=2)[CH:6]=[CH:5][CH:4]=1.[K].[C:14]1(=[O:24])[NH:18][C:17](=[O:19])[C:16]2=[CH:20][CH:21]=[CH:22][CH:23]=[C:15]12. Product: [C:3]1([CH2:2][N:18]2[C:14](=[O:24])[C:15]3[C:16](=[CH:20][CH:21]=[CH:22][CH:23]=3)[C:17]2=[O:19])[C:12]2[C:7](=[CH:8][CH:9]=[CH:10][CH:11]=2)[CH:6]=[CH:5][CH:4]=1. The catalyst class is: 3. (5) Reactant: [NH2:1][C:2]1([C:6]2[CH:11]=[CH:10][C:9]([C:12]3[N:13]=[C:14]4[CH:19]=[CH:18][C:17]([OH:20])=[N:16][N:15]4[C:21]=3[C:22]3[CH:27]=[CH:26][CH:25]=[CH:24][CH:23]=3)=[CH:8][CH:7]=2)[CH2:5][CH2:4][CH2:3]1.C(=O)([O-])[O-].[Cs+].[Cs+].[CH3:34][O:35][C:36](=[O:39])[CH2:37]Br. Product: [NH2:1][C:2]1([C:6]2[CH:7]=[CH:8][C:9]([C:12]3[N:13]=[C:14]4[CH:19]=[CH:18][C:17]([O:20][CH2:37][C:36]([O:35][CH3:34])=[O:39])=[N:16][N:15]4[C:21]=3[C:22]3[CH:27]=[CH:26][CH:25]=[CH:24][CH:23]=3)=[CH:10][CH:11]=2)[CH2:5][CH2:4][CH2:3]1. The catalyst class is: 18. (6) Reactant: Br[CH2:2][C:3]1[CH:4]=[CH:5][C:6]([C:11]#[N:12])=[N:7][C:8]=1[CH2:9]Br.[CH3:13][Si:14]([CH3:30])([CH3:29])[CH2:15][CH2:16][O:17][CH2:18][N:19]1[C:23]2=[N:24][CH:25]=[CH:26][CH:27]=[C:22]2[CH2:21][C:20]1=[O:28].C(=O)([O-])[O-].[Cs+].[Cs+]. Product: [O:28]=[C:20]1[N:19]([CH2:18][O:17][CH2:16][CH2:15][Si:14]([CH3:30])([CH3:29])[CH3:13])[C:23]2=[N:24][CH:25]=[CH:26][CH:27]=[C:22]2[C:21]21[CH2:9][C:8]1=[N:7][C:6]([C:11]#[N:12])=[CH:5][CH:4]=[C:3]1[CH2:2]2. The catalyst class is: 3.